Dataset: Forward reaction prediction with 1.9M reactions from USPTO patents (1976-2016). Task: Predict the product of the given reaction. (1) Given the reactants [CH:1]1([NH2:4])[CH2:3][CH2:2]1.[OH:5][C:6]([C:8]([F:11])([F:10])[F:9])=[O:7].[CH2:12]([N:19]1[CH2:28][CH2:27][C:26]2[C:21](=[N:22][C:23](Cl)=[C:24]([N:29]3[CH2:34][CH2:33][CH:32]([CH:35]([C:37]4[CH:42]=[CH:41][C:40]([F:43])=[CH:39][C:38]=4[F:44])[F:36])[CH2:31][CH2:30]3)[N:25]=2)[CH2:20]1)[C:13]1[CH:18]=[CH:17][CH:16]=[CH:15][CH:14]=1.CC(C)([O-])C.[Na+], predict the reaction product. The product is: [CH2:12]([N:19]1[CH2:28][CH2:27][C:26]2[C:21](=[N:22][C:23]([NH:4][CH:1]3[CH2:3][CH2:2]3)=[C:24]([N:29]3[CH2:34][CH2:33][CH:32]([CH:35]([C:37]4[CH:42]=[CH:41][C:40]([F:43])=[CH:39][C:38]=4[F:44])[F:36])[CH2:31][CH2:30]3)[N:25]=2)[CH2:20]1)[C:13]1[CH:18]=[CH:17][CH:16]=[CH:15][CH:14]=1.[C:6]([OH:7])([C:8]([F:11])([F:10])[F:9])=[O:5]. (2) Given the reactants Cl[C:2]1[N:7]=[CH:6][CH:5]=[CH:4][N:3]=1.[CH3:8][C@H:9]1[CH2:14][NH:13][CH2:12][C@@H:11]([CH3:15])[NH:10]1, predict the reaction product. The product is: [CH3:8][C@H:9]1[CH2:14][NH:13][CH2:12][C@@H:11]([CH3:15])[N:10]1[C:2]1[N:7]=[CH:6][CH:5]=[CH:4][N:3]=1. (3) Given the reactants [Cl:1][C:2]1[CH:34]=[CH:33][C:5]([C:6]([NH:8][CH:9]([CH2:21][C:22]2[C:31]3[C:26](=[CH:27][CH:28]=[CH:29][CH:30]=3)[NH:25][C:24](=[O:32])[CH:23]=2)[C:10]([O:12][CH2:13][CH2:14][N:15]2[CH2:20][CH2:19][O:18][CH2:17][CH2:16]2)=[O:11])=[O:7])=[CH:4][CH:3]=1.[C:35]([OH:40])(=[O:39])[CH:36]([CH3:38])[OH:37], predict the reaction product. The product is: [C:35]([OH:40])(=[O:39])[CH:36]([CH3:38])[OH:37].[Cl:1][C:2]1[CH:3]=[CH:4][C:5]([C:6]([NH:8][CH:9]([CH2:21][C:22]2[C:31]3[C:26](=[CH:27][CH:28]=[CH:29][CH:30]=3)[NH:25][C:24](=[O:32])[CH:23]=2)[C:10]([O:12][CH2:13][CH2:14][N:15]2[CH2:16][CH2:17][O:18][CH2:19][CH2:20]2)=[O:11])=[O:7])=[CH:33][CH:34]=1. (4) Given the reactants [OH:1][NH:2]C(=O)C.CC([O-])(C)C.[K+].C1COCC1.[Cl:17][C:18]1[CH:19]=[C:20]([N:29]2[CH2:34][CH2:33][O:32][C:31]3[CH:35]=[C:36]([C:40]#[N:41])[C:37](F)=[CH:38][C:30]2=3)[CH:21]=[N:22][C:23]=1[O:24][CH2:25][CH:26]([CH3:28])[CH3:27], predict the reaction product. The product is: [Cl:17][C:18]1[CH:19]=[C:20]([N:29]2[CH2:34][CH2:33][O:32][C:31]3[CH:35]=[C:36]4[C:40]([NH2:41])=[N:2][O:1][C:37]4=[CH:38][C:30]2=3)[CH:21]=[N:22][C:23]=1[O:24][CH2:25][CH:26]([CH3:28])[CH3:27].